This data is from Forward reaction prediction with 1.9M reactions from USPTO patents (1976-2016). The task is: Predict the product of the given reaction. The product is: [N:24]1([C:22]([C:21]2[CH:37]=[CH:38][C:18]([C:15]3[CH:16]=[CH:17][C:12]4[N:13]([C:9]([C:6]5[CH:5]=[CH:4][C:3]([C:1]#[N:2])=[CH:8][CH:7]=5)=[CH:10][N:11]=4)[N:14]=3)=[CH:19][CH:20]=2)=[O:23])[CH2:29][CH2:28][NH:27][CH2:26][CH2:25]1. Given the reactants [C:1]([C:3]1[CH:8]=[CH:7][C:6]([C:9]2[N:13]3[N:14]=[C:15]([C:18]4[CH:38]=[CH:37][C:21]([C:22]([N:24]5[CH2:29][CH2:28][N:27](C(OC(C)(C)C)=O)[CH2:26][CH2:25]5)=[O:23])=[CH:20][CH:19]=4)[CH:16]=[CH:17][C:12]3=[N:11][CH:10]=2)=[CH:5][CH:4]=1)#[N:2].C(O)(C(F)(F)F)=O, predict the reaction product.